Task: Predict the reaction yield, written as a fraction of the theoretical maximum amount of product (1.0 means a 100% yield; for example, 0.34 means a 34% yield).. Dataset: Reaction yield outcomes from USPTO patents with 853,638 reactions The reactants are CS(OC[C:7]1[CH:12]=[N:11][CH:10]=[CH:9][N:8]=1)(=O)=O.CS(Cl)(=O)=O.O(CC1C=CC(CO)=CC=1)C1C=CC=CC=1.[Na].[C:35]1([C:41]([C:49]2[CH:54]=[CH:53][CH:52]=[CH:51][CH:50]=2)=[N:42][CH2:43][C:44]([O:46][CH2:47][CH3:48])=[O:45])[CH:40]=[CH:39][CH:38]=[CH:37][CH:36]=1. The catalyst is C1COCC1.CN(C=O)C. The product is [N:8]1[CH:9]=[CH:10][N:11]=[CH:12][C:7]=1[CH:43]([C:44]([O:46][CH2:47][CH3:48])=[O:45])[N:42]=[C:41]([C:49]1[CH:54]=[CH:53][CH:52]=[CH:51][CH:50]=1)[C:35]1[CH:36]=[CH:37][CH:38]=[CH:39][CH:40]=1. The yield is 0.780.